Dataset: Catalyst prediction with 721,799 reactions and 888 catalyst types from USPTO. Task: Predict which catalyst facilitates the given reaction. (1) Reactant: [N+:1]([C:4]1[CH:13]=[C:12]2[C:7]([CH2:8][CH2:9][CH2:10][NH:11]2)=[CH:6][CH:5]=1)([O-:3])=[O:2].ClC1C(=O)C(C#N)=C(C#N)C(=O)C=1Cl. Product: [N+:1]([C:4]1[CH:13]=[C:12]2[C:7]([CH:8]=[CH:9][CH:10]=[N:11]2)=[CH:6][CH:5]=1)([O-:3])=[O:2]. The catalyst class is: 11. (2) Reactant: [CH3:1][C:2]1[CH:7]=[CH:6][N:5]2[CH:8]=[C:9]([C:11]3[C:33](=[O:34])[O:32][C:14]4=[N:15][C:16]([N:19]5[CH2:24][CH2:23][N:22](C(OC(C)(C)C)=O)[CH2:21][CH2:20]5)=[CH:17][CH:18]=[C:13]4[CH:12]=3)[N:10]=[C:4]2[CH:3]=1.[ClH:35]. Product: [ClH:35].[CH3:1][C:2]1[CH:7]=[CH:6][N:5]2[CH:8]=[C:9]([C:11]3[C:33](=[O:34])[O:32][C:14]4=[N:15][C:16]([N:19]5[CH2:20][CH2:21][NH:22][CH2:23][CH2:24]5)=[CH:17][CH:18]=[C:13]4[CH:12]=3)[N:10]=[C:4]2[CH:3]=1. The catalyst class is: 135. (3) Reactant: [Br:1][C:2]1[CH:3]=[CH:4][C:5]([N:8]=[CH:9]N(C)C)=[N:6][CH:7]=1.Br[CH2:14][C:15]([O:17][CH3:18])=[O:16].C([O-])(O)=O.[Na+]. Product: [Br:1][C:2]1[CH:3]=[CH:4][C:5]2[N:6]([C:14]([C:15]([O:17][CH3:18])=[O:16])=[CH:9][N:8]=2)[CH:7]=1. The catalyst class is: 41.